This data is from Full USPTO retrosynthesis dataset with 1.9M reactions from patents (1976-2016). The task is: Predict the reactants needed to synthesize the given product. (1) Given the product [C:4]([O:3][C:1]([NH:2][C:11]([OH:12])([C:13]([F:16])([F:15])[F:14])[C:10]([F:18])([F:17])[F:9])=[O:8])([CH3:7])([CH3:6])[CH3:5], predict the reactants needed to synthesize it. The reactants are: [C:1](=[O:8])([O:3][C:4]([CH3:7])([CH3:6])[CH3:5])[NH2:2].[F:9][C:10]([F:18])([F:17])[C:11]([C:13]([F:16])([F:15])[F:14])=[O:12]. (2) Given the product [F:28][C:2]([F:1])([F:27])[CH:3]1[CH2:8][CH2:7][CH:6]([O:9][C:10](=[O:26])[N:11]([C@H:13]2[C@H:17]([C:18]3[CH:23]=[CH:22][C:21]([Cl:24])=[C:20]([Cl:25])[CH:19]=3)[CH2:16][N:15]([C:43]([CH:40]3[CH2:39][CH2:38][N:37]([C:34]4[CH:33]=[CH:32][C:31]([C:29]#[N:30])=[CH:36][N:35]=4)[CH2:42][CH2:41]3)=[O:44])[CH2:14]2)[CH3:12])[CH2:5][CH2:4]1, predict the reactants needed to synthesize it. The reactants are: [F:1][C:2]([F:28])([F:27])[CH:3]1[CH2:8][CH2:7][CH:6]([O:9][C:10](=[O:26])[N:11]([C@H:13]2[C@H:17]([C:18]3[CH:23]=[CH:22][C:21]([Cl:24])=[C:20]([Cl:25])[CH:19]=3)[CH2:16][NH:15][CH2:14]2)[CH3:12])[CH2:5][CH2:4]1.[C:29]([C:31]1[CH:32]=[CH:33][C:34]([N:37]2[CH2:42][CH2:41][CH:40]([C:43](O)=[O:44])[CH2:39][CH2:38]2)=[N:35][CH:36]=1)#[N:30]. (3) Given the product [F:1][C:2]1[CH:11]=[CH:10][C:5]([CH2:6][OH:7])=[C:4]([O:12][CH:13]([CH2:18][CH:19]=[CH2:20])[C:14]([F:15])([F:16])[F:17])[CH:3]=1, predict the reactants needed to synthesize it. The reactants are: [F:1][C:2]1[CH:11]=[CH:10][C:5]([C:6](OC)=[O:7])=[C:4]([O:12][CH:13]([CH2:18][CH:19]=[CH2:20])[C:14]([F:17])([F:16])[F:15])[CH:3]=1.[H-].[H-].[H-].[H-].[Li+].[Al+3].C(OCC)(=O)C.C([O-])(O)=O.[Na+]. (4) The reactants are: [OH:1][C:2]1[CH:15]=[CH:14][C:5]([C:6]([C:8]2[CH:13]=[CH:12][CH:11]=[CH:10][CH:9]=2)=[O:7])=[CH:4][CH:3]=1.[C:16]([C:25]1[CH:30]=[CH:29][C:28]([OH:31])=[CH:27][CH:26]=1)([C:19]1[CH:24]=[CH:23][CH:22]=[CH:21][CH:20]=1)([CH3:18])[CH3:17].C(N(CC)CC)C.O=C([O-])[C@@H]([C@H]([C@@H]([C@@H](CO)O)O)O)O.[Na+].[OH-].[Na+].C(Cl)(Cl)=O. Given the product [C:6]([C:8]1[CH:13]=[CH:12][CH:11]=[CH:10][CH:9]=1)(=[O:7])[C:5]1[CH:14]=[CH:15][CH:2]=[CH:3][CH:4]=1.[CH3:17][C:16]([C:19]1[CH:24]=[CH:23][C:22]([OH:1])=[CH:21][CH:20]=1)([C:25]1[CH:26]=[CH:27][C:28]([OH:31])=[CH:29][CH:30]=1)[CH3:18], predict the reactants needed to synthesize it. (5) Given the product [OH:6][C@@H:5]([CH2:4][OH:3])[CH2:7][N:8]1[CH:12]=[CH:11][C:10]([NH:13][C:14]([CH:16]2[CH:20]([C:21]3[CH:26]=[CH:25][CH:24]=[C:23]([Cl:27])[CH:22]=3)[C:19]([C:30]3[CH:31]=[CH:32][C:33]([Cl:36])=[CH:34][CH:35]=3)([C:28]#[N:29])[CH:18]([CH2:37][C:38]([CH3:39])([CH3:40])[CH3:41])[NH:17]2)=[O:15])=[N:9]1, predict the reactants needed to synthesize it. The reactants are: CC1(C)[O:6][C@H:5]([CH2:7][N:8]2[CH:12]=[CH:11][C:10]([NH:13][C:14]([CH:16]3[CH:20]([C:21]4[CH:26]=[CH:25][CH:24]=[C:23]([Cl:27])[CH:22]=4)[C:19]([C:30]4[CH:35]=[CH:34][C:33]([Cl:36])=[CH:32][CH:31]=4)([C:28]#[N:29])[CH:18]([CH2:37][C:38]([CH3:41])([CH3:40])[CH3:39])[NH:17]3)=[O:15])=[N:9]2)[CH2:4][O:3]1.C1(C)C=CC(S(O)(=O)=O)=CC=1.[NH+]1C=CC=CC=1. (6) Given the product [Cl:1][C:2]1[N:10]=[C:9]2[C:5]([N:6]=[CH:7][N:8]2[C@@H:11]2[CH2:15][C@H:14]([N:16]3[N:20]=[CH:19][CH:18]=[N:17]3)[C@@H:13]([OH:30])[C@H:12]2[OH:26])=[C:4]([Cl:21])[N:3]=1, predict the reactants needed to synthesize it. The reactants are: [Cl:1][C:2]1[N:10]=[C:9]2[C:5]([N:6]=[CH:7][N:8]2[C@@H:11]2[CH2:15][C@H:14]([N:16]3[N:20]=[CH:19][CH:18]=[N:17]3)[CH:13]=[CH:12]2)=[C:4]([Cl:21])[N:3]=1.C[N+]1([O-])CC[O:26]CC1.[OH2:30].